From a dataset of Full USPTO retrosynthesis dataset with 1.9M reactions from patents (1976-2016). Predict the reactants needed to synthesize the given product. (1) Given the product [CH3:36][N:35]1[C:31]([C:28]2[CH:27]=[CH:26][C:25]([C:24]([C:39]3[S:40][CH:41]=[CH:42][CH:43]=3)=[O:23])=[CH:30][CH:29]=2)=[CH:32][CH:33]=[C:34]1[C:37]#[N:38], predict the reactants needed to synthesize it. The reactants are: BrC1C=CC(C(C2SC=CC=2)=O)=CC=1.CN1C=CC=C1C#N.[OH:23][CH:24]([C:39]1[S:40][CH:41]=[CH:42][CH:43]=1)[C:25]1[CH:30]=[CH:29][C:28]([C:31]2[N:35]([CH3:36])[C:34]([C:37]#[N:38])=[CH:33][CH:32]=2)=[CH:27][CH:26]=1. (2) Given the product [OH-:30].[NH4+:6].[Cl:1][C:2]1[CH:3]=[C:4]([C:5]#[N:6])[CH:7]=[C:8]([Cl:20])[C:9]=1[N:10]1[CH:19]=[C:13]2[C:14]([NH:21][C:22]3[N:27]=[CH:26][N:25]=[C:24]([NH:28][C:29]([CH:31]4[CH2:32][CH2:33]4)=[O:30])[CH:23]=3)=[N:15][CH:16]=[CH:17][C:12]2=[N:11]1, predict the reactants needed to synthesize it. The reactants are: [Cl:1][C:2]1[CH:3]=[C:4]([CH:7]=[C:8]([Cl:20])[C:9]=1[N:10]1[CH:19]=[C:13]2[C:14](Cl)=[N:15][CH:16]=[CH:17][C:12]2=[N:11]1)[C:5]#[N:6].[NH2:21][C:22]1[N:27]=[CH:26][N:25]=[C:24]([NH:28][C:29]([CH:31]2[CH2:33][CH2:32]2)=[O:30])[CH:23]=1.CC1(C)C2C(=C(P(C3C=CC=CC=3)C3C=CC=CC=3)C=CC=2)OC2C(P(C3C=CC=CC=3)C3C=CC=CC=3)=CC=CC1=2.C(=O)([O-])[O-].[Cs+].[Cs+]. (3) The reactants are: [CH:1]1([C:5]2[C:10]([OH:11])=[C:9]([F:12])[C:8]([C:13]3[CH:22]=[N:21][C:20]4[NH:19][CH2:18][CH2:17][O:16][C:15]=4[CH:14]=3)=[CH:7][CH:6]=2)[CH2:4][CH2:3][CH2:2]1.Br[CH2:24][C:25]1[CH:26]=[C:27]([CH:31]=[CH:32][CH:33]=1)[C:28]([NH2:30])=[O:29]. Given the product [CH:1]1([C:5]2[C:10]([O:11][CH2:24][C:25]3[CH:26]=[C:27]([CH:31]=[CH:32][CH:33]=3)[C:28]([NH2:30])=[O:29])=[C:9]([F:12])[C:8]([C:13]3[CH:22]=[N:21][C:20]4[NH:19][CH2:18][CH2:17][O:16][C:15]=4[CH:14]=3)=[CH:7][CH:6]=2)[CH2:2][CH2:3][CH2:4]1, predict the reactants needed to synthesize it. (4) Given the product [CH2:2]([C:11]1[N:16]=[C:15]2[N:17]=[C:18]([NH:21][C:22]([NH:24][CH2:25][CH3:26])=[O:23])[CH:19]=[CH:20][C:14]2=[N:13][CH:12]=1)[C:3]1[CH:8]=[CH:7][CH:6]=[CH:5][CH:4]=1, predict the reactants needed to synthesize it. The reactants are: [Br-].[CH2:2]([Zn+])[C:3]1[CH:8]=[CH:7][CH:6]=[CH:5][CH:4]=1.Cl[C:11]1[N:16]=[C:15]2[N:17]=[C:18]([NH:21][C:22]([NH:24][CH2:25][CH3:26])=[O:23])[CH:19]=[CH:20][C:14]2=[N:13][CH:12]=1.[Cl-].[NH4+]. (5) Given the product [C:31]([O:30][C:28]([N:25]1[CH2:26][C@H:22]([CH2:21][C:20]2[CH:40]=[CH:41][C:17]([F:16])=[CH:18][CH:19]=2)[CH2:23][C@H:24]1[C:35]([OH:37])=[O:36])=[O:29])([CH3:34])([CH3:32])[CH3:33], predict the reactants needed to synthesize it. The reactants are: B.C1COCC1.B(F)(F)F.CCOCC.[F:16][C:17]1[CH:41]=[CH:40][C:20]([CH2:21][C@H:22]2[C:26](=O)[N:25]([C:28]([O:30][C:31]([CH3:34])([CH3:33])[CH3:32])=[O:29])[C@H:24]([C:35]([O:37]CC)=[O:36])[CH2:23]2)=[CH:19][CH:18]=1.[Cl-].[NH4+].[OH-].[Li+]. (6) Given the product [F:15][C:16]1[CH:17]=[C:18]([CH:20]=[CH:21][CH:22]=1)[NH:19][C:2]1[CH:7]=[C:6]([CH3:8])[N:5]=[C:4]([C:9]2[CH:14]=[CH:13][CH:12]=[CH:11][N:10]=2)[N:3]=1, predict the reactants needed to synthesize it. The reactants are: Cl[C:2]1[CH:7]=[C:6]([CH3:8])[N:5]=[C:4]([C:9]2[CH:14]=[CH:13][CH:12]=[CH:11][N:10]=2)[N:3]=1.[F:15][C:16]1[CH:17]=[C:18]([CH:20]=[CH:21][CH:22]=1)[NH2:19]. (7) Given the product [NH2:36][C:34](=[O:35])[CH:33]([NH:32][C:3](=[O:4])[CH:2]([OH:1])[C:6]1[CH:11]=[CH:10][C:9]([C:12]2[N:16]=[C:15]([C:17]3[O:21][N:20]=[C:19]([C:22]4[CH:27]=[CH:26][CH:25]=[CH:24][CH:23]=4)[C:18]=3[C:28]([F:30])([F:31])[F:29])[O:14][N:13]=2)=[CH:8][CH:7]=1)[C:37]#[N:38], predict the reactants needed to synthesize it. The reactants are: [OH:1][CH:2]([C:6]1[CH:11]=[CH:10][C:9]([C:12]2[N:16]=[C:15]([C:17]3[O:21][N:20]=[C:19]([C:22]4[CH:27]=[CH:26][CH:25]=[CH:24][CH:23]=4)[C:18]=3[C:28]([F:31])([F:30])[F:29])[O:14][N:13]=2)=[CH:8][CH:7]=1)[C:3](O)=[O:4].[NH2:32][CH:33]([C:37]#[N:38])[C:34]([NH2:36])=[O:35].CN1CCOCC1.CN(C(ON1N=NC2C=CC=NC1=2)=[N+](C)C)C.F[P-](F)(F)(F)(F)F. (8) Given the product [C:1]([O:5][C:6]([NH:7][C:8]1[C:17]2[C:12](=[CH:13][CH:14]=[CH:15][CH:16]=2)[C:11]([O:18][C:19]2[CH:24]=[CH:23][N:22]=[C:21]([NH:27][C:28]3[CH:29]=[C:30]([CH:34]=[C:35]([O:37][CH3:38])[CH:36]=3)[C:31]([OH:33])=[O:32])[CH:20]=2)=[CH:10][CH:9]=1)=[O:26])([CH3:4])([CH3:3])[CH3:2], predict the reactants needed to synthesize it. The reactants are: [C:1]([O:5][C:6](=[O:26])[NH:7][C:8]1[C:17]2[C:12](=[CH:13][CH:14]=[CH:15][CH:16]=2)[C:11]([O:18][C:19]2[CH:24]=[CH:23][N:22]=[C:21](Cl)[CH:20]=2)=[CH:10][CH:9]=1)([CH3:4])([CH3:3])[CH3:2].[NH2:27][C:28]1[CH:29]=[C:30]([CH:34]=[C:35]([O:37][CH3:38])[CH:36]=1)[C:31]([OH:33])=[O:32].C([O-])([O-])=O.[Cs+].[Cs+].C1(P(C2C=CC=CC=2)C2C=CC3C(=CC=CC=3)C=2C2C3C(=CC=CC=3)C=CC=2P(C2C=CC=CC=2)C2C=CC=CC=2)C=CC=CC=1. (9) Given the product [Cl:1][C:2]1[CH:3]=[C:4]([CH:9]=[C:10]([Cl:28])[C:11]=1[C:12]([N:14]1[C:22]2[CH:21]=[CH:20][N:19]=[C:18]([NH:23][C:24](=[O:27])[CH2:25][CH3:26])[C:17]=2[CH:16]=[CH:15]1)=[O:13])[C:5]([OH:7])=[O:6], predict the reactants needed to synthesize it. The reactants are: [Cl:1][C:2]1[CH:3]=[C:4]([CH:9]=[C:10]([Cl:28])[C:11]=1[C:12]([N:14]1[C:22]2[CH:21]=[CH:20][N:19]=[C:18]([NH:23][C:24](=[O:27])[CH2:25][CH3:26])[C:17]=2[CH:16]=[CH:15]1)=[O:13])[C:5]([O:7]C)=[O:6].[OH-].[Na+]. (10) Given the product [C:1]([C:12]1[CH:13]=[CH:14][C:15]([NH2:22])=[C:16]([S:18]([NH2:21])(=[O:20])=[O:19])[CH:17]=1)(=[O:3])[CH3:2], predict the reactants needed to synthesize it. The reactants are: [CH2:1]([O:3]C=C)[CH3:2].[Li]C(C)(C)C.I[C:12]1[CH:13]=[CH:14][C:15]([NH2:22])=[C:16]([S:18]([NH2:21])(=[O:20])=[O:19])[CH:17]=1.C(N(CC(O)=O)CC(O)=O)CN(CC(O)=O)CC(O)=O.[OH-].[Na+].